From a dataset of Full USPTO retrosynthesis dataset with 1.9M reactions from patents (1976-2016). Predict the reactants needed to synthesize the given product. (1) Given the product [N+:1]([C:4]1[CH:5]=[C:6]2[C:11](=[CH:12][CH:13]=1)[NH:10][CH2:9][CH2:8][CH2:7]2)([O-:3])=[O:2], predict the reactants needed to synthesize it. The reactants are: [N+:1]([C:4]1[CH:5]=[C:6]2[C:11](=[CH:12][CH:13]=1)[NH:10][C:9](=O)[CH2:8][CH2:7]2)([O-:3])=[O:2].B.C1COCC1. (2) Given the product [C:1]([C:5]1[CH:15]=[CH:14][C:8]([O:9][CH2:10][C:11]([NH:34][CH2:35][C:36]2[CH:41]=[CH:40][C:39]([NH:42][S:43]([CH3:46])(=[O:45])=[O:44])=[C:38]([F:47])[CH:37]=2)=[O:13])=[C:7]([Cl:16])[CH:6]=1)([CH3:2])([CH3:3])[CH3:4], predict the reactants needed to synthesize it. The reactants are: [C:1]([C:5]1[CH:15]=[CH:14][C:8]([O:9][CH2:10][C:11]([OH:13])=O)=[C:7]([Cl:16])[CH:6]=1)([CH3:4])([CH3:3])[CH3:2].[Cl-].ClC1N(C)CC[NH+]1C.C(N(CC)CC)C.Cl.[NH2:34][CH2:35][C:36]1[CH:41]=[CH:40][C:39]([NH:42][S:43]([CH3:46])(=[O:45])=[O:44])=[C:38]([F:47])[CH:37]=1.